Binary Classification. Given two protein amino acid sequences, predict whether they physically interact or not. From a dataset of Human Reference Interactome with 51,813 positive PPI pairs across 8,248 proteins, plus equal number of experimentally-validated negative pairs. Protein 1 (ENSG00000100395) has sequence MEKPRSIEETPSSEPMEEEEDDDLELFGGYDSFRSYNSSVGSESSSYLEESSEAENEDREAGELPTSPLHLLSPGTPRSLDGSGSEPAVCEMCGIVGTREAFFSKTKRFCSVSCSRSYSSNSKKASILARLQGKPPTKKAKVLHKAAWSAKIGAFLHSQGTGQLADGTPTGQDALVLGFDWGKFLKDHSYKAAPVSCFKHVPLYDQWEDVMKGMKVEVLNSDAVLPSRVYWIASVIQTAGYRVLLRYEGFENDASHDFWCNLGTVDVHPIGWCAINSKILVPPRTIHAKFTDWKGYLMKR.... Protein 2 (ENSG00000102032) has sequence MSKGLPARQDMEKERETLQAWKERVGQELDRVVAFWMEHSHDQEHGGFFTCLGREGRVWMYCRLYRTFERFRHAQLLDAAKAGGEFLLRYARVAPPGKKCAFVLTRDGRPVKVQRTIFSECFYTMAMNELWRATGEVRYQTEAVEMMDQIVHWVQEDASGLGRPQLQGAPAAEPMAVPMMLLNLVEQLGEADEELAGKYAELGDWCARRILQHVQRDGQAVLENVSEGGKELPGCLGRQQNPGHTLEAGWFLLRHCIRKGDPELRAHVIDKFLLLPFHSGWDPDHGGLFYFQDADNFCPT.... Result: 0 (the proteins do not interact).